Dataset: Reaction yield outcomes from USPTO patents with 853,638 reactions. Task: Predict the reaction yield, written as a fraction of the theoretical maximum amount of product (1.0 means a 100% yield; for example, 0.34 means a 34% yield). (1) The reactants are [Br:1][C:2]1[CH:3]=[CH:4][C:5]2[N:6]([CH2:16][CH:17]([OH:21])[C:18](O)=[O:19])[C:7]3[C:12]([C:13]=2[CH:14]=1)=[CH:11][C:10]([Br:15])=[CH:9][CH:8]=3.S(Cl)(Cl)=O.[CH3:26][O:27][C:28]1[CH:33]=[CH:32][CH:31]=[C:30]([NH2:34])[CH:29]=1.CCN(CC)CC. The product is [Br:15][C:10]1[CH:9]=[CH:8][C:7]2[N:6]([CH2:16][CH:17]([OH:21])[C:18]([NH:34][C:30]3[CH:31]=[CH:32][CH:33]=[C:28]([O:27][CH3:26])[CH:29]=3)=[O:19])[C:5]3[C:13]([C:12]=2[CH:11]=1)=[CH:14][C:2]([Br:1])=[CH:3][CH:4]=3. The catalyst is C(Cl)Cl. The yield is 0.480. (2) The reactants are [I:1][C:2]1[C:7]([OH:8])=[CH:6][CH:5]=[CH:4][N:3]=1.C([O-])([O-])=O.[K+].[K+].CN(C=O)C.[CH3:20][O:21][C:22]1[CH:29]=[CH:28][C:25]([CH2:26]Cl)=[CH:24][CH:23]=1. The catalyst is O. The product is [I:1][C:2]1[C:7]([O:8][CH2:26][C:25]2[CH:28]=[CH:29][C:22]([O:21][CH3:20])=[CH:23][CH:24]=2)=[CH:6][CH:5]=[CH:4][N:3]=1. The yield is 0.270. (3) The reactants are [O:1]=[C:2]1[N:11]2[C:6]([CH:7]=[CH:8][CH:9]=[CH:10]2)=[CH:5][CH:4]=[C:3]1[C:12]([O:14][CH2:15][CH3:16])=[O:13].O=P(Cl)(Cl)Cl.O.CN([CH:26]=[O:27])C. No catalyst specified. The product is [CH:26]([C:5]1[CH:4]=[C:3]([C:12]([O:14][CH2:15][CH3:16])=[O:13])[C:2](=[O:1])[N:11]2[C:6]=1[CH:7]=[CH:8][CH:9]=[CH:10]2)=[O:27]. The yield is 0.930. (4) The reactants are C(OC([N:8]1[CH2:13][CH:12]=[C:11]([C:14]2[CH:19]=[CH:18][C:17]([NH:20][C:21]([N:23]3[CH2:28][CH2:27][CH:26]([C:29]4[C:38]5[C:33](=[CH:34][C:35]([O:41][CH3:42])=[C:36]([O:39][CH3:40])[CH:37]=5)[N:32]=[CH:31][N:30]=4)[CH2:25][CH2:24]3)=[O:22])=[CH:16][CH:15]=2)[CH2:10][CH2:9]1)=O)(C)(C)C. The catalyst is C(O)(C(F)(F)F)=O.C(Cl)Cl. The product is [NH:8]1[CH2:9][CH:10]=[C:11]([C:14]2[CH:15]=[CH:16][C:17]([NH:20][C:21]([N:23]3[CH2:24][CH2:25][CH:26]([C:29]4[C:38]5[C:33](=[CH:34][C:35]([O:41][CH3:42])=[C:36]([O:39][CH3:40])[CH:37]=5)[N:32]=[CH:31][N:30]=4)[CH2:27][CH2:28]3)=[O:22])=[CH:18][CH:19]=2)[CH2:12][CH2:13]1. The yield is 1.00. (5) The reactants are [C:1]([NH:8][CH2:9][CH2:10][CH2:11][OH:12])([O:3][C:4]([CH3:7])([CH3:6])[CH3:5])=[O:2].CC(OI1(OC(C)=O)(OC(C)=O)OC(=O)C2C=CC=CC1=2)=O.[O-]S([O-])(=S)=O.[Na+].[Na+]. The catalyst is O.CCOCC.C([O-])(O)=O.[Na+]. The product is [C:1]([NH:8][CH2:9][CH2:10][CH:11]=[O:12])([O:3][C:4]([CH3:5])([CH3:6])[CH3:7])=[O:2]. The yield is 0.856. (6) The reactants are [Cl:1][C:2]1[C:7]([N+:8]([O-])=O)=[CH:6][CH:5]=[CH:4][N:3]=1.[CH3:11][C:12]([Mg]Br)=[CH:13][CH3:14].[Cl-].[NH4+]. The catalyst is O1CCCC1. The product is [Cl:1][C:2]1[N:3]=[CH:4][CH:5]=[C:6]2[C:13]([CH3:14])=[C:12]([CH3:11])[NH:8][C:7]=12. The yield is 0.300. (7) The reactants are [CH:1]([C:3]1[CH:7]=[CH:6][O:5][C:4]=1[C:8]([N:10]1[C@@H:22]([C:23]([NH:25][CH3:26])=[O:24])[CH2:21][C:20]2[C:19]3[C:14](=[CH:15][CH:16]=[CH:17][CH:18]=3)[NH:13][C:12]=2[CH2:11]1)=[O:9])=O.[N:27]1[S:28][N:29]=[C:30]2[CH:35]=[C:34]([NH2:36])[CH:33]=[CH:32][C:31]=12.[SiH](CC)(CC)CC. The catalyst is CO.C(OCC)(=O)C. The product is [N:27]1[S:28][N:29]=[C:30]2[CH:35]=[C:34]([NH:36][CH2:1][C:3]3[CH:7]=[CH:6][O:5][C:4]=3[C:8]([N:10]3[C@@H:22]([C:23]([NH:25][CH3:26])=[O:24])[CH2:21][C:20]4[C:19]5[C:14](=[CH:15][CH:16]=[CH:17][CH:18]=5)[NH:13][C:12]=4[CH2:11]3)=[O:9])[CH:33]=[CH:32][C:31]=12. The yield is 0.280. (8) The reactants are [C:1]1([C@:7]([C:10]([OH:12])=[O:11])([CH3:9])[NH2:8])[CH:6]=[CH:5][CH:4]=[CH:3][CH:2]=1.[OH-].C[NH+](C)C.[C:18]([O:22][C:23](=O)[O:24]C(C)(C)C)([CH3:21])([CH3:20])[CH3:19]. The catalyst is C(#N)C. The product is [C:18]([O:22][C:23]([NH:8][C@@:7]([C:1]1[CH:6]=[CH:5][CH:4]=[CH:3][CH:2]=1)([C:10]([OH:12])=[O:11])[CH3:9])=[O:24])([CH3:21])([CH3:20])[CH3:19]. The yield is 0.780. (9) The reactants are S(Cl)([Cl:3])=O.[NH2:5][C@@H:6]1[CH2:11][CH2:10][C@H:9]([C:12]([OH:14])=[O:13])[CH2:8][CH2:7]1.[CH3:15]O. No catalyst specified. The product is [ClH:3].[NH2:5][C@@H:6]1[CH2:11][CH2:10][C@H:9]([C:12]([O:14][CH3:15])=[O:13])[CH2:8][CH2:7]1. The yield is 0.816. (10) The reactants are [Cl:1][C:2]1[CH:7]=[CH:6][C:5]([NH:8][C:9]([CH:11]2[CH2:15][CH2:14][N:13](C(OC(C)(C)C)=O)[CH2:12]2)=[O:10])=[CH:4][CH:3]=1.FC(F)(F)C(O)=O. The catalyst is ClCCl. The product is [Cl:1][C:2]1[CH:3]=[CH:4][C:5]([NH:8][C:9]([CH:11]2[CH2:15][CH2:14][NH:13][CH2:12]2)=[O:10])=[CH:6][CH:7]=1. The yield is 1.00.